From a dataset of Full USPTO retrosynthesis dataset with 1.9M reactions from patents (1976-2016). Predict the reactants needed to synthesize the given product. Given the product [Br:15][C:16]1[N:17]=[CH:18][C:19]2[N:20]([N:13]=[C:23]([Si:24]([CH3:26])([CH3:25])[CH3:27])[CH:22]=2)[CH:21]=1, predict the reactants needed to synthesize it. The reactants are: C1(C)C=C(C)C=C(C)C=1S(O[NH2:13])(=O)=O.[Br:15][C:16]1[CH:21]=[N:20][C:19]([C:22]#[C:23][Si:24]([CH3:27])([CH3:26])[CH3:25])=[CH:18][N:17]=1.C([O-])([O-])=O.[K+].[K+].NN1C=CN=CC1.